Task: Regression. Given a peptide amino acid sequence and an MHC pseudo amino acid sequence, predict their binding affinity value. This is MHC class I binding data.. Dataset: Peptide-MHC class I binding affinity with 185,985 pairs from IEDB/IMGT (1) The peptide sequence is SPRTLNAWV. The binding affinity (normalized) is 0. The MHC is HLA-B44:03 with pseudo-sequence HLA-B44:03. (2) The peptide sequence is CVRNLEELTT. The MHC is HLA-A02:06 with pseudo-sequence HLA-A02:06. The binding affinity (normalized) is 0.0139. (3) The peptide sequence is QFLSFASLF. The MHC is HLA-A02:01 with pseudo-sequence HLA-A02:01. The binding affinity (normalized) is 0.